This data is from Catalyst prediction with 721,799 reactions and 888 catalyst types from USPTO. The task is: Predict which catalyst facilitates the given reaction. Reactant: [H-].[Na+].[CH:3]1([C@H:7]([NH:9][C:10]2[N:18]=[C:17]([C:19]#[N:20])[N:16]=[C:15]3[C:11]=2[N:12]([CH2:29][C@H:30]2[CH2:35][CH2:34][C@H:33]([CH3:36])[CH2:32][CH2:31]2)[C:13]([CH:21]([OH:28])[C:22]2[CH:27]=[CH:26][CH:25]=[CH:24][CH:23]=2)=[N:14]3)[CH3:8])[CH2:6][CH2:5][CH2:4]1.I[CH3:38]. Product: [CH:3]1([C@H:7]([NH:9][C:10]2[N:18]=[C:17]([C:19]#[N:20])[N:16]=[C:15]3[C:11]=2[N:12]([CH2:29][C@H:30]2[CH2:31][CH2:32][C@H:33]([CH3:36])[CH2:34][CH2:35]2)[C:13]([CH:21]([O:28][CH3:38])[C:22]2[CH:27]=[CH:26][CH:25]=[CH:24][CH:23]=2)=[N:14]3)[CH3:8])[CH2:4][CH2:5][CH2:6]1. The catalyst class is: 1.